This data is from Forward reaction prediction with 1.9M reactions from USPTO patents (1976-2016). The task is: Predict the product of the given reaction. Given the reactants [CH2:1]1[C:5]2([CH2:10][CH2:9][NH:8][CH2:7][CH2:6]2)[CH2:4][CH2:3][N:2]1[C:11]([O:13][C:14]([CH3:17])([CH3:16])[CH3:15])=[O:12].Br[C:19]1[CH:20]=[C:21]2[C:26](=[CH:27][CH:28]=1)[CH:25]=[N:24][CH:23]=[CH:22]2.C1C=CC(P(C2C(C3C(P(C4C=CC=CC=4)C4C=CC=CC=4)=CC=C4C=3C=CC=C4)=C3C(C=CC=C3)=CC=2)C2C=CC=CC=2)=CC=1, predict the reaction product. The product is: [CH:25]1[C:26]2[C:21](=[CH:20][C:19]([N:8]3[CH2:7][CH2:6][C:5]4([CH2:1][N:2]([C:11]([O:13][C:14]([CH3:17])([CH3:16])[CH3:15])=[O:12])[CH2:3][CH2:4]4)[CH2:10][CH2:9]3)=[CH:28][CH:27]=2)[CH:22]=[CH:23][N:24]=1.